Dataset: Full USPTO retrosynthesis dataset with 1.9M reactions from patents (1976-2016). Task: Predict the reactants needed to synthesize the given product. (1) Given the product [C:52]([O:51][P:45]([O:11][CH2:10][C@@H:9]([NH:12][C:13](=[O:29])[O:14][CH2:15][CH:16]1[C:28]2[CH:27]=[CH:26][CH:25]=[CH:24][C:23]=2[C:22]2[C:17]1=[CH:18][CH:19]=[CH:20][CH:21]=2)[C:4]1[CH:5]=[C:6]([I:8])[CH:7]=[C:2]([F:1])[CH:3]=1)([O:46][C:47]([CH3:48])([CH3:49])[CH3:50])=[O:63])([CH3:53])([CH3:54])[CH3:55], predict the reactants needed to synthesize it. The reactants are: [F:1][C:2]1[CH:3]=[C:4]([C@H:9]([NH:12][C:13](=[O:29])[O:14][CH2:15][CH:16]2[C:28]3[CH:27]=[CH:26][CH:25]=[CH:24][C:23]=3[C:22]3[C:17]2=[CH:18][CH:19]=[CH:20][CH:21]=3)[CH2:10][OH:11])[CH:5]=[C:6]([I:8])[CH:7]=1.N1C=CN=C1.Cl.N1C=CN=C1.C(N(C(C)C)[P:45]([O:51][C:52]([CH3:55])([CH3:54])[CH3:53])[O:46][C:47]([CH3:50])([CH3:49])[CH3:48])(C)C.OO.S([O-])([O-])(=[O:63])=S.[Na+].[Na+]. (2) The reactants are: [NH2:1][C:2]1[N:10]=[C:9]2[C:5]([N:6]=[CH:7][N:8]2[CH2:11][C:12]2([O:15][CH2:16][P:17](=[O:20])([OH:19])[OH:18])[CH2:14][CH2:13]2)=[CH:4][N:3]=1.[N:21]1([C:26]([O:28][CH2:29]Cl)=[O:27])[CH2:25][CH2:24][CH2:23][CH2:22]1. Given the product [N:21]1([C:26]([O:28][CH2:29][O:20][P:17]([CH2:16][O:15][C:12]2([CH2:11][N:8]3[CH:7]=[N:6][C:5]4[C:9]3=[N:10][C:2]([NH2:1])=[N:3][CH:4]=4)[CH2:13][CH2:14]2)(=[O:18])[O:19][CH2:29][O:28][C:26](=[O:27])[N:21]2[CH2:25][CH2:24][CH2:23][CH2:22]2)=[O:27])[CH2:25][CH2:24][CH2:23][CH2:22]1, predict the reactants needed to synthesize it. (3) Given the product [C:74]([CH2:73][C:69]1([N:67]2[CH:68]=[C:64]([C:63]3[C:58]4[CH:57]=[CH:56][N:55]([CH2:54][O:53][CH2:52][CH2:51][Si:50]([CH3:76])([CH3:49])[CH3:77])[C:59]=4[N:60]=[CH:61][N:62]=3)[CH:65]=[N:66]2)[CH2:70][N:71]([C:79]2[C:93]([F:94])=[CH:92][C:82]([C:83]([NH:85][C@H:86]([CH3:91])[C:87]([F:90])([F:88])[F:89])=[O:84])=[C:81]([F:95])[CH:80]=2)[CH2:72]1)#[N:75], predict the reactants needed to synthesize it. The reactants are: C1C=CC(P(C2C=CC3C(=CC=CC=3)C=2C2C3C(=CC=CC=3)C=CC=2P(C2C=CC=CC=2)C2C=CC=CC=2)C2C=CC=CC=2)=CC=1.Cl.Cl.[CH3:49][Si:50]([CH3:77])([CH3:76])[CH2:51][CH2:52][O:53][CH2:54][N:55]1[C:59]2[N:60]=[CH:61][N:62]=[C:63]([C:64]3[CH:65]=[N:66][N:67]([C:69]4([CH2:73][C:74]#[N:75])[CH2:72][NH:71][CH2:70]4)[CH:68]=3)[C:58]=2[CH:57]=[CH:56]1.Cl[C:79]1[C:93]([F:94])=[CH:92][C:82]([C:83]([NH:85][C@H:86]([CH3:91])[C:87]([F:90])([F:89])[F:88])=[O:84])=[C:81]([F:95])[CH:80]=1.C(=O)([O-])[O-].[Cs+].[Cs+]. (4) Given the product [CH3:1][S:2]([N:9]1[CH2:8][CH2:7][N:6]([C:12]([O:14][C:15]([CH3:18])([CH3:17])[CH3:16])=[O:13])[CH2:11][CH2:10]1)(=[O:4])=[O:3], predict the reactants needed to synthesize it. The reactants are: [CH3:1][S:2](Cl)(=[O:4])=[O:3].[N:6]1([C:12]([O:14][C:15]([CH3:18])([CH3:17])[CH3:16])=[O:13])[CH2:11][CH2:10][NH:9][CH2:8][CH2:7]1.O. (5) The reactants are: COB1C2CC[CH2:11][CH:4]1[CH2:5]CC2.C([Mg]Br)(C)=C.P([O-])([O-])([O-])=O.[K+].[K+].[K+].Br[C:26]1[CH:31]=[CH:30][C:29]([C:32]2[C:45]([C:46]3[CH:51]=[CH:50][N:49]=[C:48]([NH:52][CH2:53][CH2:54][CH2:55][CH3:56])[N:47]=3)=[C:35]3[CH:36]=[CH:37][CH:38]=[C:39]([NH:40][CH2:41][CH2:42][CH2:43][CH3:44])[N:34]3[N:33]=2)=[CH:28][CH:27]=1.[OH-].[Na+].OO. Given the product [CH2:41]([NH:40][C:39]1[N:34]2[N:33]=[C:32]([C:29]3[CH:30]=[CH:31][C:26]([C:4]([CH3:11])=[CH2:5])=[CH:27][CH:28]=3)[C:45]([C:46]3[CH:51]=[CH:50][N:49]=[C:48]([NH:52][CH2:53][CH2:54][CH2:55][CH3:56])[N:47]=3)=[C:35]2[CH:36]=[CH:37][CH:38]=1)[CH2:42][CH2:43][CH3:44], predict the reactants needed to synthesize it. (6) Given the product [OH:13][C:14]1[CH:22]=[CH:21][C:17]([C:1]2[O:2][C:3]3[CH:9]=[C:8]([OH:10])[CH:7]=[CH:6][C:4]=3[N:5]=2)=[CH:16][CH:15]=1, predict the reactants needed to synthesize it. The reactants are: [CH3:1][O:2][C:3]1[CH:9]=[C:8]([O:10]C)[CH:7]=[CH:6][C:4]=1[NH2:5].C[O:13][C:14]1[CH:22]=[CH:21][C:17](C(Cl)=O)=[CH:16][CH:15]=1. (7) Given the product [F:15][C:12]1[CH:13]=[CH:14][C:9]([C:3]2[C:4]([CH3:8])=[N:5][N:6]([CH3:7])[C:2]=2[B:16]([OH:21])[OH:17])=[CH:10][CH:11]=1, predict the reactants needed to synthesize it. The reactants are: Br[C:2]1[N:6]([CH3:7])[N:5]=[C:4]([CH3:8])[C:3]=1[C:9]1[CH:14]=[CH:13][C:12]([F:15])=[CH:11][CH:10]=1.[B:16](OC(C)C)([O:21]C(C)C)[O:17]C(C)C.[Li+].CCC[CH2-]. (8) Given the product [NH2:34][C:30]1[N:29]=[C:28]2[N:27]([CH3:35])[N:26]=[C:25]([C:9]3[CH:8]=[C:7]([CH:12]=[CH:11][CH:10]=3)[C:5]([NH:4][CH:1]([CH3:3])[CH3:2])=[O:6])[C:33]2=[CH:32][N:31]=1, predict the reactants needed to synthesize it. The reactants are: [CH:1]([NH:4][C:5]([C:7]1[CH:8]=[C:9](B(O)O)[CH:10]=[CH:11][CH:12]=1)=[O:6])([CH3:3])[CH3:2].P([O-])([O-])([O-])=O.[K+].[K+].[K+].Br[C:25]1[C:33]2[C:28](=[N:29][C:30]([NH2:34])=[N:31][CH:32]=2)[N:27]([CH3:35])[N:26]=1.C1(P(C2CCCCC2)C2CCCCC2)CCCCC1.B(O)O.